From a dataset of Full USPTO retrosynthesis dataset with 1.9M reactions from patents (1976-2016). Predict the reactants needed to synthesize the given product. (1) Given the product [NH2:31][C:12]1[CH:11]=[CH:10][C:9]([O:8][CH2:1][C:2]2[CH:3]=[CH:4][CH:5]=[CH:6][CH:7]=2)=[CH:14][C:13]=1/[CH:15]=[CH:16]/[C:17](=[O:30])[CH2:18][C:19](=[O:29])/[CH:20]=[CH:21]/[C:22]1[CH:23]=[CH:24][C:25]([OH:28])=[CH:26][CH:27]=1, predict the reactants needed to synthesize it. The reactants are: [CH2:1]([O:8][C:9]1[CH:10]=[CH:11][C:12]([N+:31]([O-])=O)=[C:13](/[CH:15]=[CH:16]/[C:17](=[O:30])[CH2:18][C:19](=[O:29])/[CH:20]=[CH:21]/[C:22]2[CH:27]=[CH:26][C:25]([OH:28])=[CH:24][CH:23]=2)[CH:14]=1)[C:2]1[CH:7]=[CH:6][CH:5]=[CH:4][CH:3]=1.OC1C=CC(/C=C/C(=O)CC(=O)/C=C/C2C=CC=CC=2[N+]([O-])=O)=CC=1. (2) The reactants are: C([CH:8]([CH:10]1[CH2:14][C:13]2[CH:15]=[CH:16][CH:17]=[C:18]([C:19]3[CH:24]=[CH:23][CH:22]=[CH:21][CH:20]=3)[C:12]=2[O:11]1)[NH2:9])C1C=CC=CC=1.C(N(C(C)C)CC)(C)C.Cl[C:35]([O:37][CH2:38][C:39]1[CH:44]=[CH:43][CH:42]=[CH:41][CH:40]=1)=[O:36].C(OC(=O)NCC1CC2C=CC=C(C3CCCC3)C=2O1)C1C=CC=CC=1. Given the product [CH2:38]([O:37][C:35](=[O:36])[NH:9][CH2:8][CH:10]1[CH2:14][C:13]2[CH:15]=[CH:16][CH:17]=[C:18]([C:19]3[CH:24]=[CH:23][CH:22]=[CH:21][CH:20]=3)[C:12]=2[O:11]1)[C:39]1[CH:44]=[CH:43][CH:42]=[CH:41][CH:40]=1, predict the reactants needed to synthesize it. (3) Given the product [CH2:1]([N:8]1[C:12](=[O:13])[C:11](=[C:14]2[N:18]([CH3:19])[C:17]3[CH:20]=[C:21]([OH:24])[CH:22]=[CH:23][C:16]=3[S:15]2)[S:10][C:9]1=[N:26][C:27]1[CH:28]=[C:29]([CH:32]=[CH:33][C:34]=1[NH:35][CH2:36][CH3:37])[C:30]#[N:31])[C:2]1[CH:7]=[CH:6][CH:5]=[CH:4][CH:3]=1, predict the reactants needed to synthesize it. The reactants are: [CH2:1]([N:8]1[C:12](=[O:13])[C:11](=[C:14]2[N:18]([CH3:19])[C:17]3[CH:20]=[C:21]([O:24]C)[CH:22]=[CH:23][C:16]=3[S:15]2)[S:10][C:9]1=[N:26][C:27]1[CH:28]=[C:29]([CH:32]=[CH:33][C:34]=1[NH:35][CH2:36][CH3:37])[C:30]#[N:31])[C:2]1[CH:7]=[CH:6][CH:5]=[CH:4][CH:3]=1.B(Br)(Br)Br.CO. (4) Given the product [Cl:1][C:2]1[CH:3]=[N:4][CH:5]=[C:6]([Cl:10])[C:7]=1[CH2:8][N:28]1[CH2:27][CH2:26][N:25]([C:21]2[N:22]=[C:23]([NH2:24])[N:18]3[N:17]=[C:16]([C:12]4[O:11][CH:15]=[CH:14][CH:13]=4)[N:31]=[C:19]3[N:20]=2)[CH2:30][CH2:29]1, predict the reactants needed to synthesize it. The reactants are: [Cl:1][C:2]1[CH:3]=[N:4][CH:5]=[C:6]([Cl:10])[C:7]=1[CH2:8]Cl.[O:11]1[CH:15]=[CH:14][CH:13]=[C:12]1[C:16]1[N:31]=[C:19]2[N:20]=[C:21]([N:25]3[CH2:30][CH2:29][NH:28][CH2:27][CH2:26]3)[N:22]=[C:23]([NH2:24])[N:18]2[N:17]=1.CCN(CC)CC. (5) Given the product [CH:19]([O:18][CH:12]([CH2:11][C:5]1[CH:6]=[CH:7][C:8]([O:9][CH3:10])=[C:3]([CH2:2][O:1][C:31]([NH:30][C:26]2[CH:27]=[CH:28][CH:29]=[C:24]([C:23]([F:22])([F:33])[F:34])[CH:25]=2)=[O:32])[CH:4]=1)[C:13]([OH:15])=[O:14])([CH3:20])[CH3:21], predict the reactants needed to synthesize it. The reactants are: [OH:1][CH2:2][C:3]1[CH:4]=[C:5]([CH2:11][CH:12]([O:18][CH:19]([CH3:21])[CH3:20])[C:13]([O:15]CC)=[O:14])[CH:6]=[CH:7][C:8]=1[O:9][CH3:10].[F:22][C:23]([F:34])([F:33])[C:24]1[CH:29]=[CH:28][CH:27]=[C:26]([N:30]=[C:31]=[O:32])[CH:25]=1.